Dataset: Full USPTO retrosynthesis dataset with 1.9M reactions from patents (1976-2016). Task: Predict the reactants needed to synthesize the given product. Given the product [CH3:22][C:19]1[CH:20]=[CH:21][C:16]([CH:15]=[CH:14][CH2:13][OH:12])=[C:17]([N+:23]([O-:25])=[O:24])[CH:18]=1, predict the reactants needed to synthesize it. The reactants are: CC(C[Al]CC(C)C)C.C([O:12][C:13](=O)[CH:14]=[CH:15][C:16]1[CH:21]=[CH:20][C:19]([CH3:22])=[CH:18][C:17]=1[N+:23]([O-:25])=[O:24])C.O.